The task is: Predict the product of the given reaction.. This data is from Forward reaction prediction with 1.9M reactions from USPTO patents (1976-2016). (1) Given the reactants [CH:1]1([CH2:4][N:5]([CH2:16][CH2:17][CH3:18])[C:6]2[C:11]([CH2:12][OH:13])=[CH:10][N:9]=[C:8]([S:14][CH3:15])[N:7]=2)[CH2:3][CH2:2]1, predict the reaction product. The product is: [CH:1]1([CH2:4][N:5]([CH2:16][CH2:17][CH3:18])[C:6]2[C:11]([CH:12]=[O:13])=[CH:10][N:9]=[C:8]([S:14][CH3:15])[N:7]=2)[CH2:2][CH2:3]1. (2) Given the reactants [ClH:1].Cl.[Br:3][C:4]1[CH:9]=[CH:8][C:7]([NH:10]N)=[CH:6][CH:5]=1.[N:12]12[CH2:20][CH2:19][CH:16]([CH2:17][CH2:18]1)[C:15](=O)[CH2:14][CH2:13]2, predict the reaction product. The product is: [Br:3][C:4]1[CH:9]=[CH:8][C:7]2[NH:10][C:15]3[CH:16]4[CH2:19][CH2:20][N:12]([CH2:13][C:14]=3[C:6]=2[CH:5]=1)[CH2:18][CH2:17]4.[ClH:1]. (3) Given the reactants [H-].[Na+].[SH:3][CH2:4][C:5]([O:7][CH2:8][CH3:9])=[O:6].Cl[C:11]1[CH:18]=[CH:17][C:16]([N+:19]([O-:21])=[O:20])=[CH:15][C:12]=1[CH:13]=O.Cl, predict the reaction product. The product is: [CH2:8]([O:7][C:5]([C:4]1[S:3][C:11]2[CH:18]=[CH:17][C:16]([N+:19]([O-:21])=[O:20])=[CH:15][C:12]=2[CH:13]=1)=[O:6])[CH3:9]. (4) Given the reactants C[Li].Br[C:4]1[CH:5]=[CH:6][C:7]([Cl:24])=[C:8]([CH:23]=1)[C:9]([NH:11][CH2:12][C:13]12[CH2:22][CH:17]3[CH2:18][CH:19]([CH2:21][CH:15]([CH2:16]3)[CH2:14]1)[CH2:20]2)=[O:10].[B:25](OC(C)C)([O:30]C(C)C)[O:26]C(C)C.C([Li])(C)(C)C.[Cl-].[NH4+], predict the reaction product. The product is: [Cl:24][C:7]1[CH:6]=[CH:5][C:4]([B:25]([OH:30])[OH:26])=[CH:23][C:8]=1[C:9]([NH:11][CH2:12][C:13]12[CH2:22][CH:17]3[CH2:18][CH:19]([CH2:21][CH:15]([CH2:16]3)[CH2:14]1)[CH2:20]2)=[O:10]. (5) Given the reactants [Cl:1][C:2]1[CH:15]=[CH:14][C:5]([O:6][C:7]2[CH:13]=[CH:12][CH:11]=[CH:10][C:8]=2[NH2:9])=[CH:4][CH:3]=1.[C:16]([N:19]1[CH2:24][CH2:23][CH:22]([C:25]([NH:27][C:28]2[CH:33]=[CH:32][CH:31]=[CH:30][C:29]=2[C:34](=O)[CH3:35])=[O:26])[CH2:21][CH2:20]1)(=[O:18])[CH3:17].C(O[BH-](OC(=O)C)OC(=O)C)(=O)C.[Na+].C(=O)(O)[O-].[Na+], predict the reaction product. The product is: [C:16]([N:19]1[CH2:24][CH2:23][CH:22]([C:25]([NH:27][C:28]2[CH:33]=[CH:32][CH:31]=[CH:30][C:29]=2[CH:34]([NH:9][C:8]2[CH:10]=[CH:11][CH:12]=[CH:13][C:7]=2[O:6][C:5]2[CH:14]=[CH:15][C:2]([Cl:1])=[CH:3][CH:4]=2)[CH3:35])=[O:26])[CH2:21][CH2:20]1)(=[O:18])[CH3:17]. (6) Given the reactants [NH2:1][C:2]1[CH:3]=[C:4]([C:20]2[N:21]=[C:22]([C:25]3[CH:30]=[CH:29][N:28]=[CH:27][CH:26]=3)[S:23][CH:24]=2)[C:5](=[O:19])[N:6](CC2C=CC(OC)=CC=2)[C:7]=1[CH2:8][CH3:9].C(OC([NH:38][CH2:39][C:40](O)=[O:41])=O)(C)(C)C.COC1C=C(S)C=CC=1.C(O)(C(F)(F)F)=O, predict the reaction product. The product is: [NH2:38][CH2:39][C:40]([NH:1][C:2]1[CH:3]=[C:4]([C:20]2[N:21]=[C:22]([C:25]3[CH:30]=[CH:29][N:28]=[CH:27][CH:26]=3)[S:23][CH:24]=2)[C:5](=[O:19])[NH:6][C:7]=1[CH2:8][CH3:9])=[O:41]. (7) Given the reactants Br[CH2:2][CH2:3][CH2:4][CH2:5][CH2:6][C:7]([C:9]1[O:10][C:11]([C:14]2[CH:19]=[CH:18][CH:17]=[CH:16][N:15]=2)=[CH:12][N:13]=1)=[O:8].[CH3:20][NH:21][C:22]1[CH:27]=[CH:26][CH:25]=[CH:24][CH:23]=1, predict the reaction product. The product is: [CH3:20][N:21]([C:22]1[CH:27]=[CH:26][CH:25]=[CH:24][CH:23]=1)[CH2:2][CH2:3][CH2:4][CH2:5][CH2:6][C:7]([C:9]1[O:10][C:11]([C:14]2[CH:19]=[CH:18][CH:17]=[CH:16][N:15]=2)=[CH:12][N:13]=1)=[O:8]. (8) Given the reactants [CH2:1]([C@H:8]1[N:13]([C:14]([C:16]2[N:17]=[CH:18][N:19]([C@H:27]3[CH2:32][CH2:31][CH2:30][CH2:29][C@H:28]3[O:33]C(=O)C3C=CC([N+]([O-])=O)=CC=3)[C:20]=2[C:21]2[CH:26]=[CH:25][CH:24]=[CH:23][CH:22]=2)=[O:15])[CH2:12][CH2:11][N:10]([C:45]([O:47][C:48]([CH3:51])([CH3:50])[CH3:49])=[O:46])[CH2:9]1)[C:2]1[CH:7]=[CH:6][CH:5]=[CH:4][CH:3]=1.[OH-].[Na+], predict the reaction product. The product is: [CH2:1]([C@H:8]1[N:13]([C:14]([C:16]2[N:17]=[CH:18][N:19]([C@H:27]3[CH2:32][CH2:31][CH2:30][CH2:29][C@H:28]3[OH:33])[C:20]=2[C:21]2[CH:26]=[CH:25][CH:24]=[CH:23][CH:22]=2)=[O:15])[CH2:12][CH2:11][N:10]([C:45]([O:47][C:48]([CH3:51])([CH3:50])[CH3:49])=[O:46])[CH2:9]1)[C:2]1[CH:3]=[CH:4][CH:5]=[CH:6][CH:7]=1. (9) Given the reactants [Cl:1][C:2]1[CH:3]=[C:4](OS(C(F)(F)F)(=O)=O)[CH:5]=[C:6]([Cl:23])[C:7]=1[CH2:8][C@@H:9]1[CH2:13][CH2:12][N:11]([C@H:14]2[CH2:19][CH2:18][C@H:17]([O:20][CH3:21])[CH2:16][CH2:15]2)[C:10]1=[O:22].[CH3:32][O:33][C:34]([C:36]1[CH:41]=[CH:40][C:39](B(O)O)=[CH:38][CH:37]=1)=[O:35].C([O-])([O-])=O.[K+].[K+], predict the reaction product. The product is: [CH3:32][O:33][C:34]([C:36]1[CH:41]=[CH:40][C:39]([C:4]2[CH:3]=[C:2]([Cl:1])[C:7]([CH2:8][C@@H:9]3[CH2:13][CH2:12][N:11]([C@H:14]4[CH2:15][CH2:16][C@H:17]([O:20][CH3:21])[CH2:18][CH2:19]4)[C:10]3=[O:22])=[C:6]([Cl:23])[CH:5]=2)=[CH:38][CH:37]=1)=[O:35]. (10) Given the reactants [CH-:1]1[CH:5]=[CH:4][CH:3]=[CH:2]1.[CH-:6]1[CH:10]=[CH:9][CH:8]=[CH:7]1.[Fe+2:11].S(=O)(=O)(O)O, predict the reaction product. The product is: [CH2:4]1[CH:3]=[CH:2][CH:1]=[CH:5]1.[CH-:6]1[CH:10]=[CH:9][CH:8]=[CH:7]1.[Fe+2:11].